Task: Predict the reactants needed to synthesize the given product.. Dataset: Full USPTO retrosynthesis dataset with 1.9M reactions from patents (1976-2016) (1) Given the product [C:1]([O:5][C:6]([N:8]1[CH2:13][CH2:12][CH:11]([N:14]([CH:15]2[CH2:17][CH2:16]2)[C:18]([C:20]2[CH:21]=[N:22][C:23]([C:34]3[CH:35]=[CH:36][C:31]([S:28]([CH3:27])(=[O:30])=[O:29])=[CH:32][CH:33]=3)=[N:24][CH:25]=2)=[O:19])[CH2:10][CH2:9]1)=[O:7])([CH3:4])([CH3:3])[CH3:2], predict the reactants needed to synthesize it. The reactants are: [C:1]([O:5][C:6]([N:8]1[CH2:13][CH2:12][CH:11]([N:14]([C:18]([C:20]2[CH:21]=[N:22][C:23](Cl)=[N:24][CH:25]=2)=[O:19])[CH:15]2[CH2:17][CH2:16]2)[CH2:10][CH2:9]1)=[O:7])([CH3:4])([CH3:3])[CH3:2].[CH3:27][S:28]([C:31]1[CH:36]=[CH:35][C:34](B(O)O)=[CH:33][CH:32]=1)(=[O:30])=[O:29]. (2) Given the product [OH:26][C:3]([CH3:2])([CH3:18])[CH2:4][CH2:5][NH:6][C:7](=[O:8])[C@@H:9]([NH:14][C:15]([C@H:58]1[O:61][C@@H:60]1[C:62]([OH:66])=[O:65])=[O:17])[CH2:10][CH:11]([CH3:12])[CH3:13], predict the reactants needed to synthesize it. The reactants are: O[CH2:2][CH:3]([CH3:18])[CH2:4][CH2:5][NH:6][C:7]([CH:9]([NH:14][C:15](=[O:17])O)[CH2:10][CH:11]([CH3:13])[CH3:12])=[O:8].N(C(OC(C)(C)C)=O)[C@H](C(O)=[O:26])CC(C)C.O.O.ON1C2C=CC=CC=2N=N1.NCCC(C)CO.C1C=[C:58]2[C:60]([C:62]([OH:66])([OH:65])C(=O)C2=CC=1)=[O:61]. (3) Given the product [Cl:6][C:7]1[CH:12]=[CH:11][CH:10]=[CH:9][C:8]=1[CH2:13][C:14]1[O:4][C:3]([NH2:5])=[N:2][N:1]=1, predict the reactants needed to synthesize it. The reactants are: [NH2:1][NH:2][C:3]([NH2:5])=[O:4].[Cl:6][C:7]1[CH:12]=[CH:11][CH:10]=[CH:9][C:8]=1[CH2:13][C:14](O)=O. (4) Given the product [F:14][C:15]([F:24])([F:23])[C:16]1[CH:21]=[CH:20][CH:19]=[CH:18][C:17]=1[O:1][C@@H:2]1[CH2:6][CH2:5][N:4]([C:7]([O:9][C:10]([CH3:13])([CH3:12])[CH3:11])=[O:8])[CH2:3]1, predict the reactants needed to synthesize it. The reactants are: [OH:1][C@@H:2]1[CH2:6][CH2:5][N:4]([C:7]([O:9][C:10]([CH3:13])([CH3:12])[CH3:11])=[O:8])[CH2:3]1.[F:14][C:15]([F:24])([F:23])[C:16]1[CH:21]=[CH:20][CH:19]=[CH:18][C:17]=1O.C1(P(C2C=CC=CC=2)C2C=CC=CC=2)C=CC=CC=1.CCOC(/N=N/C(OCC)=O)=O. (5) The reactants are: [I:1]C1C=CC2C3(C)CCN(C(OC(C)(C)C)=O)CC3OC=2C=1.O[C:24]1[CH:25]=[CH:26][C:27]2[O:43][CH:31]3[CH2:32][N:33]([C:36]([O:38][C:39]([CH3:42])([CH3:41])[CH3:40])=[O:37])[CH2:34][CH2:35][C:30]3([CH3:44])[C:28]=2[CH:29]=1. Given the product [I:1][C:24]1[CH:25]=[CH:26][C:27]2[O:43][CH:31]3[CH2:32][N:33]([C:36]([O:38][C:39]([CH3:42])([CH3:41])[CH3:40])=[O:37])[CH2:34][CH2:35][C:30]3([CH3:44])[C:28]=2[CH:29]=1, predict the reactants needed to synthesize it.